This data is from Forward reaction prediction with 1.9M reactions from USPTO patents (1976-2016). The task is: Predict the product of the given reaction. (1) Given the reactants [CH3:1][O:2][C:3]1[CH:8]=[CH:7][C:6]([S:9][C:10]2[CH:15]=[CH:14][N:13]=[C:12]([NH:16][C:17]3[CH:22]=[CH:21][C:20]([NH2:23])=[CH:19][CH:18]=3)[N:11]=2)=[CH:5][CH:4]=1.[C:24](O)(=[O:28])[C:25]([CH3:27])=[CH2:26], predict the reaction product. The product is: [CH3:1][O:2][C:3]1[CH:4]=[CH:5][C:6]([S:9][C:10]2[CH:15]=[CH:14][N:13]=[C:12]([NH:16][C:17]3[CH:22]=[CH:21][C:20]([NH:23][C:24](=[O:28])[C:25]([CH3:27])=[CH2:26])=[CH:19][CH:18]=3)[N:11]=2)=[CH:7][CH:8]=1. (2) Given the reactants [N:1]1[CH:6]=[CH:5][N:4]=[CH:3][C:2]=1[N:7]1[C:14]2[C@@H:13]3[CH2:15][C@@H:12]3[CH2:11][C:10]=2[C:9]([C:16]([OH:18])=O)=[N:8]1.[NH2:19][C@@H:20]([C:23]([CH3:26])([CH3:25])[CH3:24])[CH2:21][OH:22], predict the reaction product. The product is: [OH:22][CH2:21][C@@H:20]([NH:19][C:16]([C:9]1[C:10]2[CH2:11][C@H:12]3[CH2:15][C@H:13]3[C:14]=2[N:7]([C:2]2[CH:3]=[N:4][CH:5]=[CH:6][N:1]=2)[N:8]=1)=[O:18])[C:23]([CH3:26])([CH3:25])[CH3:24]. (3) Given the reactants [F:1][C:2]1[CH:7]=[C:6]([I:8])[CH:5]=[CH:4][C:3]=1[NH:9][C:10]1[CH:18]=[N:17][CH:16]=[CH:15][C:11]=1[C:12]([OH:14])=O.[CH:19]1([NH2:28])[C:27]2[C:22](=[CH:23][CH:24]=[CH:25][CH:26]=2)[CH2:21][CH2:20]1, predict the reaction product. The product is: [CH:19]1([NH:28][C:12](=[O:14])[C:11]2[CH:15]=[CH:16][N:17]=[CH:18][C:10]=2[NH:9][C:3]2[CH:4]=[CH:5][C:6]([I:8])=[CH:7][C:2]=2[F:1])[C:27]2[C:22](=[CH:23][CH:24]=[CH:25][CH:26]=2)[CH2:21][CH2:20]1. (4) Given the reactants CS(O[CH:6]([C:8]#[CH:9])[CH3:7])(=O)=O.C(Cl)Cl.[C:13](O[C:13]([O:15][C:16]([CH3:19])([CH3:18])[CH3:17])=[O:14])([O:15][C:16]([CH3:19])([CH3:18])[CH3:17])=[O:14].[NH4+:28].[OH-], predict the reaction product. The product is: [CH3:7][CH:6]([NH:28][C:13](=[O:14])[O:15][C:16]([CH3:19])([CH3:18])[CH3:17])[C:8]#[CH:9]. (5) Given the reactants [NH2:1][CH:2]1[CH2:7][CH2:6][CH:5]([C:8]([OH:17])([C:13]([F:16])([F:15])[F:14])[C:9]([F:12])([F:11])[F:10])[CH2:4][CH2:3]1.CCN(C(C)C)C(C)C.[C:27]1([S:33](Cl)(=[O:35])=[O:34])[CH:32]=[CH:31][CH:30]=[CH:29][CH:28]=1.Cl, predict the reaction product. The product is: [F:10][C:9]([F:11])([F:12])[C:8]([CH:5]1[CH2:4][CH2:3][CH:2]([NH:1][S:33]([C:27]2[CH:32]=[CH:31][CH:30]=[CH:29][CH:28]=2)(=[O:35])=[O:34])[CH2:7][CH2:6]1)([OH:17])[C:13]([F:14])([F:15])[F:16].